The task is: Regression/Classification. Given a drug SMILES string, predict its toxicity properties. Task type varies by dataset: regression for continuous values (e.g., LD50, hERG inhibition percentage) or binary classification for toxic/non-toxic outcomes (e.g., AMES mutagenicity, cardiotoxicity, hepatotoxicity). Dataset: herg_karim.. This data is from hERG potassium channel inhibition data for cardiac toxicity prediction from Karim et al.. (1) The drug is CC(O)(c1ccccc1)c1ccc(C(Cc2cc[n+]([O-])cc2)c2ccc(OC(F)F)c(OC(F)F)c2)cn1. The result is 1 (blocker). (2) The compound is O=C(C1CC(Oc2ccc(F)cc2)CN1)N1CCCN(C2CCC2)CC1. The result is 0 (non-blocker). (3) The compound is CNC(=O)CCCNC(=O)N(Cc1ccsc1)C1CCN([C@H](C)CCNC(=O)c2c(C)cc(Cl)nc2C)CC1. The result is 0 (non-blocker). (4) The molecule is COc1ncc(-c2cccc3c2C[C@H](NC(=O)c2ccc(OCCC(F)(F)F)nc2)CO3)cn1. The result is 0 (non-blocker). (5) The compound is O=c1ccc2ncc(F)c3c2n1CC3(O)CC12CCC(NCc3ccc4c(n3)NCCO4)(CC1)CO2. The result is 0 (non-blocker). (6) The compound is C[C@H]1CN(CCC2CCCc3c2cnn3-c2ccc(F)cc2)C[C@@H](C)O1. The result is 1 (blocker). (7) The drug is CCN[C@H]1CC[C@@H](c2c[nH]c3ccc(NC(=N)c4cccs4)cc32)CC1.Cl. The result is 0 (non-blocker).